Dataset: Full USPTO retrosynthesis dataset with 1.9M reactions from patents (1976-2016). Task: Predict the reactants needed to synthesize the given product. (1) Given the product [C:8]([OH:10])(=[O:9])[CH3:7].[C:8]([OH:10])(=[O:9])/[CH:7]=[CH:6]/[C:5]1[CH:11]=[CH:12][C:2]([OH:1])=[C:3]([O:13][CH3:14])[CH:4]=1, predict the reactants needed to synthesize it. The reactants are: [OH:1][C:2]1[CH:12]=[CH:11][C:5]([CH:6]=[CH:7][C:8]([OH:10])=[O:9])=[CH:4][C:3]=1[O:13][CH3:14].C(OC(=O)C)(=O)C. (2) Given the product [CH3:10][O:9][N:8]([CH3:11])[C:6]1[N:5]=[C:4]([NH:12][CH2:13][CH2:14][CH3:15])[N:3]=[C:2]([NH:1][C:16](=[O:19])[CH2:17][CH3:18])[N:7]=1, predict the reactants needed to synthesize it. The reactants are: [NH2:1][C:2]1[N:7]=[C:6]([N:8]([CH3:11])[O:9][CH3:10])[N:5]=[C:4]([NH:12][CH2:13][CH2:14][CH3:15])[N:3]=1.[C:16](Cl)(=[O:19])[CH2:17][CH3:18].CCN(C(C)C)C(C)C. (3) Given the product [C:26]([O:25][C:23]([NH:14][C@@H:15]([CH2:16][CH:17]([CH3:19])[CH3:18])[C:20]([O:22][CH2:2][C:3]#[N:4])=[O:21])=[O:24])([CH3:27])([CH3:29])[CH3:28], predict the reactants needed to synthesize it. The reactants are: Cl[CH2:2][C:3]#[N:4].CCN(C(C)C)C(C)C.[NH:14]([C:23]([O:25][C:26]([CH3:29])([CH3:28])[CH3:27])=[O:24])[C@H:15]([C:20]([OH:22])=[O:21])[CH2:16][CH:17]([CH3:19])[CH3:18].